From a dataset of Reaction yield outcomes from USPTO patents with 853,638 reactions. Predict the reaction yield, written as a fraction of the theoretical maximum amount of product (1.0 means a 100% yield; for example, 0.34 means a 34% yield). (1) The reactants are [H-].[H-].[H-].[H-].[Li+].[Al+3].[CH3:7][O:8][C:9]1[CH:17]=[C:16]2[C:12]([CH:13]=[C:14]([C:18](OC)=O)[NH:15]2)=[CH:11][CH:10]=1. The catalyst is O1CCOCC1. The product is [CH3:7][O:8][C:9]1[CH:17]=[C:16]2[C:12]([CH:13]=[C:14]([CH3:18])[NH:15]2)=[CH:11][CH:10]=1. The yield is 0.610. (2) The catalyst is C1(C)C=CC=CC=1. The yield is 0.500. The reactants are ClC(Cl)(Cl)CO[C:5](=[O:18])[NH:6][C:7]1[CH:12]=[CH:11][C:10]([C:13](=[O:17])[N:14]([CH3:16])[CH3:15])=[CH:9][CH:8]=1.[Br:21][C:22]1[CH:28]=[CH:27][C:25]([NH2:26])=[CH:24][C:23]=1[F:29]. The product is [Br:21][C:22]1[CH:28]=[CH:27][C:25]([NH:26][C:5](=[O:18])[NH:6][C:7]2[CH:8]=[CH:9][C:10]([C:13]([N:14]([CH3:15])[CH3:16])=[O:17])=[CH:11][CH:12]=2)=[CH:24][C:23]=1[F:29]. (3) The reactants are [CH3:1][O:2][C:3](=[O:20])[CH:4]([O:13][CH2:14][CH2:15][CH2:16][CH2:17][CH2:18][CH3:19])[CH2:5][C:6]1[CH:11]=[CH:10][C:9]([OH:12])=[CH:8][CH:7]=1.[CH3:21][S:22]([O:25][C:26]1[CH:31]=[CH:30][C:29]([CH2:32][CH2:33]O)=[CH:28][CH:27]=1)(=[O:24])=[O:23].N(C(N1CCCCC1)=O)=NC(N1CCCCC1)=O.C1(P(C2C=CC=CC=2)C2C=CC=CC=2)C=CC=CC=1. The catalyst is ClCCl. The product is [CH3:1][O:2][C:3](=[O:20])[CH:4]([O:13][CH2:14][CH2:15][CH2:16][CH2:17][CH2:18][CH3:19])[CH2:5][C:6]1[CH:11]=[CH:10][C:9]([O:12][CH2:33][CH2:32][C:29]2[CH:28]=[CH:27][C:26]([O:25][S:22]([CH3:21])(=[O:23])=[O:24])=[CH:31][CH:30]=2)=[CH:8][CH:7]=1. The yield is 0.670. (4) The reactants are [F:1][C:2]([F:13])([F:12])[C:3]1[NH:11][C:6]2=[N:7][CH:8]=[CH:9][CH:10]=[C:5]2[CH:4]=1.ClC1C=C(C=CC=1)C(OO)=[O:19]. The catalyst is CCOC(C)=O. The product is [F:13][C:2]([F:1])([F:12])[C:3]1[NH:11][C:6]2=[N+:7]([O-:19])[CH:8]=[CH:9][CH:10]=[C:5]2[CH:4]=1. The yield is 0.470. (5) The reactants are [F:1][C:2]1[CH:3]=[C:4]([C:10]2[C:11]([C:17]3[CH:22]=[CH:21][C:20]([O:23][CH3:24])=[CH:19][CH:18]=3)=[CH:12][C:13](=[O:16])[NH:14][N:15]=2)[CH:5]=[CH:6][C:7]=1[O:8][CH3:9].[CH2:25](Br)[C:26]1[CH:31]=[CH:30][CH:29]=[CH:28][CH:27]=1. No catalyst specified. The product is [CH2:25]([N:14]1[C:13](=[O:16])[CH:12]=[C:11]([C:17]2[CH:18]=[CH:19][C:20]([O:23][CH3:24])=[CH:21][CH:22]=2)[C:10]([C:4]2[CH:5]=[CH:6][C:7]([O:8][CH3:9])=[C:2]([F:1])[CH:3]=2)=[N:15]1)[C:26]1[CH:31]=[CH:30][CH:29]=[CH:28][CH:27]=1. The yield is 0.958. (6) The product is [N:31]1([CH2:36][C:37]([NH:1][C@@H:2]([CH2:20][O:21][CH2:22][C:23]2[CH:24]=[CH:25][C:26]([F:29])=[CH:27][CH:28]=2)[C:3]([NH:5][C:6]2[CH:7]=[CH:8][C:9]([O:12][C:13]3[CH:18]=[CH:17][C:16]([F:19])=[CH:15][CH:14]=3)=[CH:10][CH:11]=2)=[O:4])=[O:38])[CH:35]=[N:34][CH:33]=[N:32]1. The reactants are [NH2:1][C@@H:2]([CH2:20][O:21][CH2:22][C:23]1[CH:28]=[CH:27][C:26]([F:29])=[CH:25][CH:24]=1)[C:3]([NH:5][C:6]1[CH:11]=[CH:10][C:9]([O:12][C:13]2[CH:18]=[CH:17][C:16]([F:19])=[CH:15][CH:14]=2)=[CH:8][CH:7]=1)=[O:4].Cl.[N:31]1([CH2:36][C:37](O)=[O:38])[CH:35]=[N:34][CH:33]=[N:32]1. No catalyst specified. The yield is 0.550. (7) The reactants are [CH3:1][O:2][C:3]1[CH:4]=[C:5]2[C:10](=[CH:11][C:12]=1[O:13][CH3:14])[N:9]=[CH:8][CH:7]=[C:6]2[O:15][C:16]1[C:22]([CH3:23])=[CH:21][C:19]([NH2:20])=[C:18]([CH3:24])[CH:17]=1.C1(C)C=CC=CC=1.C(N(CC)CC)C.Cl[C:40](Cl)([O:42]C(=O)OC(Cl)(Cl)Cl)Cl.[CH3:51][O:52][C:53]1[CH:54]=[C:55]([CH:59]=[CH:60][CH:61]=1)[CH:56]([OH:58])[CH3:57]. The catalyst is C(Cl)Cl. The product is [CH3:1][O:2][C:3]1[CH:4]=[C:5]2[C:10](=[CH:11][C:12]=1[O:13][CH3:14])[N:9]=[CH:8][CH:7]=[C:6]2[O:15][C:16]1[C:22]([CH3:23])=[CH:21][C:19]([NH:20][C:40](=[O:42])[O:58][CH:56]([C:55]2[CH:59]=[CH:60][CH:61]=[C:53]([O:52][CH3:51])[CH:54]=2)[CH3:57])=[C:18]([CH3:24])[CH:17]=1. The yield is 0.560. (8) The catalyst is CC(C)=O. The product is [CH3:1][C:2]1[CH:3]=[CH:4][C:5]([CH2:9][CH2:10][CH3:11])=[C:6]([NH:7][C:21]([NH:20][C:12](=[O:19])[C:13]2[CH:14]=[CH:15][CH:16]=[CH:17][CH:18]=2)=[S:22])[CH:8]=1. The yield is 1.00. The reactants are [CH3:1][C:2]1[CH:3]=[CH:4][C:5]([CH2:9][CH2:10][CH3:11])=[C:6]([CH:8]=1)[NH2:7].[C:12]([N:20]=[C:21]=[S:22])(=[O:19])[C:13]1[CH:18]=[CH:17][CH:16]=[CH:15][CH:14]=1. (9) The reactants are [Cl:1][C:2]1[CH:7]=[C:6]([Cl:8])[CH:5]=[C:4]([Cl:9])[C:3]=1[N:10]=[C:11]=[O:12].C([N:15](CC)CC)C.Cl. The catalyst is C(#N)C. The product is [Cl:1][C:2]1[CH:7]=[C:6]([Cl:8])[CH:5]=[C:4]([Cl:9])[C:3]=1[NH:10][C:11]([NH2:15])=[O:12]. The yield is 0.690. (10) The reactants are [NH2:1][CH2:2][C:3]([C:6]1[CH:24]=[CH:23][C:9]([C:10]([NH:12][C:13]2[N:14]=[C:15]3[CH:20]=[CH:19][C:18]([Cl:21])=[CH:17][N:16]3[CH:22]=2)=[O:11])=[CH:8][CH:7]=1)([CH3:5])[CH3:4].C(N(CC)CC)C.[C:32](Cl)(=[O:34])[CH3:33]. The catalyst is C1COCC1. The product is [C:32]([NH:1][CH2:2][C:3]([C:6]1[CH:7]=[CH:8][C:9]([C:10]([NH:12][C:13]2[N:14]=[C:15]3[CH:20]=[CH:19][C:18]([Cl:21])=[CH:17][N:16]3[CH:22]=2)=[O:11])=[CH:23][CH:24]=1)([CH3:4])[CH3:5])(=[O:34])[CH3:33]. The yield is 0.630.